From a dataset of Forward reaction prediction with 1.9M reactions from USPTO patents (1976-2016). Predict the product of the given reaction. (1) The product is: [Br:1][C:2]1[C:3]([O:21][CH3:22])=[CH:4][C:5]2[N:11]=[C:10]3[NH:33][NH:27][C:25]([CH3:26])=[C:9]3[N:8]=[C:7]([C:13]3[CH:18]=[CH:17][CH:16]=[CH:15][C:14]=3[Cl:19])[C:6]=2[CH:20]=1. Given the reactants [Br:1][C:2]1[C:3]([O:21][CH3:22])=[CH:4][C:5]2[NH:11][C:10](=S)[CH2:9][N:8]=[C:7]([C:13]3[CH:18]=[CH:17][CH:16]=[CH:15][C:14]=3[Cl:19])[C:6]=2[CH:20]=1.CO[C:25](OC)([N:27](C)C)[CH3:26].C[N:33](C)C=O, predict the reaction product. (2) Given the reactants [Br:1][C:2]1[CH:3]=[C:4]([CH:20]=[CH:21][CH:22]=1)[CH2:5][N:6]1[C:14]2[C:13](=[O:15])[N:12]([CH3:16])[C:11](=[O:17])[N:10]([CH3:18])[C:9]=2[N:8]=[C:7]1S.[Na].[CH2:24]([O:26][CH2:27][CH2:28][OH:29])[CH3:25], predict the reaction product. The product is: [Br:1][C:2]1[CH:3]=[C:4]([CH:20]=[CH:21][CH:22]=1)[CH2:5][N:6]1[C:14]2[C:13](=[O:15])[N:12]([CH3:16])[C:11](=[O:17])[N:10]([CH3:18])[C:9]=2[N:8]=[C:7]1[O:29][CH2:28][CH2:27][O:26][CH2:24][CH3:25]. (3) Given the reactants C(=O)([O-])[O-].[Na+].[Na+].[F:7][C:8]1[CH:13]=[CH:12][C:11](OB(O)O)=[CH:10][CH:9]=1.[Cl-].[Li+].C[O:21][CH2:22][CH2:23][O:24][CH3:25], predict the reaction product. The product is: [F:7][C:8]1[CH:13]=[CH:12][C:11]([C:8]2[CH2:13][CH2:12][C:25]3([O:21][CH2:22][CH2:23][O:24]3)[CH2:10][CH:9]=2)=[CH:10][CH:9]=1.